From a dataset of Forward reaction prediction with 1.9M reactions from USPTO patents (1976-2016). Predict the product of the given reaction. (1) Given the reactants [CH3:1][C@@H:2]1[CH2:7][N:6]([C:8]2[C:15]([F:16])=[C:14]([F:17])[C:13]([C:18]#[C:19][C:20]3[S:21][C:22]([CH3:25])=[N:23][N:24]=3)=[CH:12][C:9]=2[CH:10]=O)[CH2:5][C@H:4]([CH3:26])[O:3]1.[NH:27]1[C:34](=[O:35])[CH2:33][C:31](=[O:32])[NH:30][C:28]1=[O:29], predict the reaction product. The product is: [F:17][C:14]1[C:15]([F:16])=[C:8]2[C:9]([CH2:10][C:33]3([C@@H:5]4[C@@H:4]([CH3:26])[O:3][C@@H:2]([CH3:1])[CH2:7][N:6]42)[C:31](=[O:32])[NH:30][C:28](=[O:29])[NH:27][C:34]3=[O:35])=[CH:12][C:13]=1[C:18]#[C:19][C:20]1[S:21][C:22]([CH3:25])=[N:23][N:24]=1. (2) Given the reactants [C:1]([C:3]1[C:12]2[C:7](=[CH:8][CH:9]=[C:10]([O:13][C:14]3[CH:19]=[CH:18][CH:17]=[CH:16][CH:15]=3)[CH:11]=2)[C:6]([OH:20])=[C:5]([C:21]([NH:23][CH2:24][CH2:25][C:26](=[O:31])[C:27]([O:29]C)=[O:28])=[O:22])[N:4]=1)#[N:2].O.CCOC(C)=O.Cl, predict the reaction product. The product is: [C:1]([C:3]1[C:12]2[C:7](=[CH:8][CH:9]=[C:10]([O:13][C:14]3[CH:15]=[CH:16][CH:17]=[CH:18][CH:19]=3)[CH:11]=2)[C:6]([OH:20])=[C:5]([C:21]([NH:23][CH2:24][CH2:25][C:26](=[O:31])[C:27]([OH:29])=[O:28])=[O:22])[N:4]=1)#[N:2]. (3) Given the reactants [C:1](Cl)(=[O:3])[CH3:2].[N:5]1([C:11]2[CH:16]=[C:15]([CH2:17][N:18]3[CH:23]=[C:22]([C:24]4[O:28][N:27]=[C:26]([C:29]5[CH:34]=[CH:33][C:32]([C:35]6([C:38]([F:41])([F:40])[F:39])[CH2:37][CH2:36]6)=[CH:31][CH:30]=5)[N:25]=4)[CH:21]=[CH:20][C:19]3=[O:42])[CH:14]=[CH:13][N:12]=2)[CH2:10][CH2:9][NH:8][CH2:7][CH2:6]1.C(N(CC)CC)C, predict the reaction product. The product is: [C:1]([N:8]1[CH2:7][CH2:6][N:5]([C:11]2[CH:16]=[C:15]([CH2:17][N:18]3[CH:23]=[C:22]([C:24]4[O:28][N:27]=[C:26]([C:29]5[CH:34]=[CH:33][C:32]([C:35]6([C:38]([F:39])([F:40])[F:41])[CH2:37][CH2:36]6)=[CH:31][CH:30]=5)[N:25]=4)[CH:21]=[CH:20][C:19]3=[O:42])[CH:14]=[CH:13][N:12]=2)[CH2:10][CH2:9]1)(=[O:3])[CH3:2]. (4) Given the reactants [NH2:1][C:2]1[C:16]([C:17]([OH:19])=O)=[C:5]2[N:6]=[C:7]([O:10][CH2:11][CH2:12][N:13]([CH3:15])[CH3:14])[CH:8]=[CH:9][N:4]2[N:3]=1.CCN(CC)CC.CN(C(ON1N=NC2C=CC=CC1=2)=[N+](C)C)C.[B-](F)(F)(F)F.[CH3:49][C:50]1[CH:55]=[CH:54][N:53]=[CH:52][C:51]=1[NH2:56], predict the reaction product. The product is: [NH2:1][C:2]1[C:16]([C:17]([NH:56][C:51]2[CH:52]=[N:53][CH:54]=[CH:55][C:50]=2[CH3:49])=[O:19])=[C:5]2[N:6]=[C:7]([O:10][CH2:11][CH2:12][N:13]([CH3:14])[CH3:15])[CH:8]=[CH:9][N:4]2[N:3]=1. (5) Given the reactants FC(F)(F)C(O)=O.[CH:8]([NH:11][C:12](=[O:40])[CH2:13][NH:14][C:15]([C:17]1[CH:18]=[C:19]([N:26]2[CH2:31][C@@H:30]3[CH2:32][C@H:27]2[CH2:28][N:29]3C(OC(C)(C)C)=O)[CH:20]=[CH:21][C:22]=1[N+:23]([O-:25])=[O:24])=[O:16])([CH3:10])[CH3:9], predict the reaction product. The product is: [C@H:27]12[CH2:32][C@H:30]([NH:29][CH2:28]1)[CH2:31][N:26]2[C:19]1[CH:20]=[CH:21][C:22]([N+:23]([O-:25])=[O:24])=[C:17]([CH:18]=1)[C:15]([NH:14][CH2:13][C:12]([NH:11][CH:8]([CH3:10])[CH3:9])=[O:40])=[O:16]. (6) Given the reactants [CH3:1][Si:2]([CH3:40])([CH3:39])[CH2:3][CH2:4][O:5][CH2:6][N:7]([CH2:31][O:32][CH2:33][CH2:34][Si:35]([CH3:38])([CH3:37])[CH3:36])[C:8]1[N:13]2[N:14]=[CH:15][C:16]([C:17]3[CH:18]=[N:19][C:20]4[C:25]([CH:26]=3)=[CH:24][C:23]([F:27])=[CH:22][CH:21]=4)=[C:12]2[N:11]=[C:10]([CH:28]([OH:30])[CH3:29])[CH:9]=1.C(N(CC)CC)C.[CH3:48][S:49](Cl)(=[O:51])=[O:50], predict the reaction product. The product is: [CH3:48][S:49]([O:30][CH:28]([C:10]1[CH:9]=[C:8]([N:7]([CH2:31][O:32][CH2:33][CH2:34][Si:35]([CH3:38])([CH3:37])[CH3:36])[CH2:6][O:5][CH2:4][CH2:3][Si:2]([CH3:39])([CH3:1])[CH3:40])[N:13]2[N:14]=[CH:15][C:16]([C:17]3[CH:18]=[N:19][C:20]4[C:25]([CH:26]=3)=[CH:24][C:23]([F:27])=[CH:22][CH:21]=4)=[C:12]2[N:11]=1)[CH3:29])(=[O:51])=[O:50].